From a dataset of Full USPTO retrosynthesis dataset with 1.9M reactions from patents (1976-2016). Predict the reactants needed to synthesize the given product. (1) The reactants are: [Cl:1][C:2]1[CH:10]=[CH:9][C:5]([C:6]([OH:8])=[O:7])=[CH:4][CH:3]=1.[C:11]([O:15][C:16](=[O:39])[N:17]([CH2:19][C@H:20]([C:29]1[CH:38]=[CH:37][C:36]2[C:31](=[CH:32][CH:33]=[CH:34][CH:35]=2)[CH:30]=1)[C@H:21](O)[C:22]1[CH:27]=[CH:26][CH:25]=[CH:24][CH:23]=1)[CH3:18])([CH3:14])([CH3:13])[CH3:12].C1(P(C2C=CC=CC=2)C2C=CC=CC=2)C=CC=CC=1.N(C(OC(C)C)=O)=NC(OC(C)C)=O. Given the product [Cl:1][C:2]1[CH:10]=[CH:9][C:5]([C:6]([O:8][C@@H:21]([C:22]2[CH:27]=[CH:26][CH:25]=[CH:24][CH:23]=2)[C@@H:20]([C:29]2[CH:38]=[CH:37][C:36]3[C:31](=[CH:32][CH:33]=[CH:34][CH:35]=3)[CH:30]=2)[CH2:19][N:17]([C:16]([O:15][C:11]([CH3:14])([CH3:12])[CH3:13])=[O:39])[CH3:18])=[O:7])=[CH:4][CH:3]=1, predict the reactants needed to synthesize it. (2) Given the product [CH3:20][O:19][C:11]1[C:12]([C:14]2[S:15][CH:16]=[CH:17][CH:18]=2)=[CH:13][C:4]([CH:1]=[O:3])=[C:5]([O:6][CH2:7][C:8]2[NH:9][N:27]=[N:26][N:25]=2)[CH:10]=1, predict the reactants needed to synthesize it. The reactants are: [C:1]([C:4]1[CH:13]=[C:12]([C:14]2[S:15][CH:16]=[CH:17][CH:18]=2)[C:11]([O:19][CH3:20])=[CH:10][C:5]=1[O:6][CH2:7][C:8]#[N:9])(=[O:3])C.C(O)(C)C.[N-:25]=[N+:26]=[N-:27].[Na+].Cl. (3) Given the product [CH:22]1([NH:27][C:28]2[N:6]3[N:5]=[CH:4][C:3]([C:7]#[N:8])=[C:2]3[NH:1][C:20]=2[C:12]2[CH:13]=[C:14]3[C:18](=[CH:19][C:11]=2[O:10][CH3:9])[CH2:17][CH2:16][CH2:15]3)[CH2:26][CH2:25][CH2:24][CH2:23]1, predict the reactants needed to synthesize it. The reactants are: [NH2:1][C:2]1[NH:6][N:5]=[CH:4][C:3]=1[C:7]#[N:8].[CH3:9][O:10][C:11]1[CH:19]=[C:18]2[C:14]([CH2:15][CH2:16][CH2:17]2)=[CH:13][C:12]=1[CH:20]=O.[CH:22]1([N+:27]#[C-:28])[CH2:26][CH2:25][CH2:24][CH2:23]1.Cl(O)(=O)(=O)=O. (4) Given the product [F:46][C:47]1[CH:52]=[C:51]([C:53]([F:55])([F:56])[F:54])[CH:50]=[CH:49][C:48]=1/[CH:57]=[CH:58]/[C:59]([N:40]1[CH2:39][C@H:38]([CH2:41][CH:42]([CH3:44])[CH3:43])[NH:37][C:36](=[O:45])[C@@H:35]1[CH2:31][CH:32]([CH3:34])[CH3:33])=[O:60], predict the reactants needed to synthesize it. The reactants are: C([C@@H]1N(C(=O)C2C=CC(OC3C=CC=CC=3)=CC=2)C[C@H](CC(C)C)NC1=O)C(C)C.[CH2:31]([C@@H:35]1[NH:40][CH2:39][C@H:38]([CH2:41][CH:42]([CH3:44])[CH3:43])[NH:37][C:36]1=[O:45])[CH:32]([CH3:34])[CH3:33].[F:46][C:47]1[CH:52]=[C:51]([C:53]([F:56])([F:55])[F:54])[CH:50]=[CH:49][C:48]=1/[CH:57]=[CH:58]/[C:59](O)=[O:60]. (5) Given the product [C:1]([O:5][C:6]([N:8]1[CH2:9][CH2:10][CH:11]([N:14]([CH2:15][C:16]2[CH:17]=[CH:18][CH:19]=[CH:20][CH:21]=2)[C:22]([CH:23]2[CH2:43][CH2:28][N:29]([CH2:35][C:36]3[CH:41]=[CH:40][CH:39]=[CH:38][CH:37]=3)[CH2:24]2)=[O:25])[CH2:12][CH2:13]1)=[O:7])([CH3:4])([CH3:3])[CH3:2], predict the reactants needed to synthesize it. The reactants are: [C:1]([O:5][C:6]([N:8]1[CH2:13][CH2:12][CH:11]([N:14]([C:22](=[O:25])[CH:23]=[CH2:24])[CH2:15][C:16]2[CH:21]=[CH:20][CH:19]=[CH:18][CH:17]=2)[CH2:10][CH2:9]1)=[O:7])([CH3:4])([CH3:3])[CH3:2].CO[CH2:28][N:29]([CH2:35][C:36]1[CH:41]=[CH:40][CH:39]=[CH:38][CH:37]=1)C[Si](C)(C)C.F[C:43](F)(F)C(O)=O. (6) Given the product [CH2:29]([O:31][C:32]([C:34]1[C:35]([OH:59])=[C:36]2[CH:42]=[C:41]([C:44]3[CH:45]=[CH:46][C:47]([F:50])=[CH:48][CH:49]=3)[N:40]([C:51]3[CH:56]=[CH:55][C:54]([O:57][CH3:58])=[CH:53][CH:52]=3)[C:37]2=[CH:38][N:39]=1)=[O:33])[CH3:30], predict the reactants needed to synthesize it. The reactants are: C(OC(C1C(O)=C2C=C(C3C=CC(F)=CC=3)N(C3C=CC=CC=3)C2=CN=1)=O)C.[CH2:29]([O:31][C:32]([C:34]1[C:35]([OH:59])=[C:36]2[C:42](Br)=[C:41]([C:44]3[CH:49]=[CH:48][C:47]([F:50])=[CH:46][CH:45]=3)[N:40]([C:51]3[CH:56]=[CH:55][C:54]([O:57][CH3:58])=[CH:53][CH:52]=3)[C:37]2=[CH:38][N:39]=1)=[O:33])[CH3:30].